From a dataset of Catalyst prediction with 721,799 reactions and 888 catalyst types from USPTO. Predict which catalyst facilitates the given reaction. Reactant: [BH4-].[Na+].[Cl:3][C:4]1[C:5]([C:25](OC)=[O:26])=[N:6][CH:7]=[C:8]([C:10]2[CH:15]=[CH:14][C:13]([C:16](=[O:22])[NH:17][S:18]([CH3:21])(=[O:20])=[O:19])=[CH:12][C:11]=2[O:23][CH3:24])[CH:9]=1. Product: [Cl:3][C:4]1[CH:9]=[C:8]([C:10]2[CH:15]=[CH:14][C:13]([C:16]([NH:17][S:18]([CH3:21])(=[O:20])=[O:19])=[O:22])=[CH:12][C:11]=2[O:23][CH3:24])[CH:7]=[N:6][C:5]=1[CH2:25][OH:26]. The catalyst class is: 5.